This data is from Reaction yield outcomes from USPTO patents with 853,638 reactions. The task is: Predict the reaction yield, written as a fraction of the theoretical maximum amount of product (1.0 means a 100% yield; for example, 0.34 means a 34% yield). (1) The reactants are [CH2:1]([O:3][C:4]([C:6]1[CH2:7][C:8]2[C:13]([C:14]=1[C:15]1[CH:20]=[CH:19][CH:18]=[CH:17][CH:16]=1)=[CH:12][CH:11]=[C:10]([O:21][CH3:22])[CH:9]=2)=[O:5])[CH3:2].[Br:23]N1C(=O)CCC1=O.N(C(C)(C)C#N)=NC(C)(C)C#N. The catalyst is ClCCl.[W]. The product is [CH2:1]([O:3][C:4]([C:6]1[CH:7]([Br:23])[C:8]2[C:13]([C:14]=1[C:15]1[CH:20]=[CH:19][CH:18]=[CH:17][CH:16]=1)=[CH:12][CH:11]=[C:10]([O:21][CH3:22])[CH:9]=2)=[O:5])[CH3:2]. The yield is 0.740. (2) The reactants are Br[CH2:2][C:3]1[CH:8]=[CH:7][C:6]([C:9](=[O:11])[CH3:10])=[C:5]([Cl:12])[CH:4]=1.C(=O)([O-])[O-].[K+].[K+].[NH:19]1[CH2:24][CH2:23][O:22][CH2:21][CH2:20]1. The catalyst is C(#N)C. The product is [Cl:12][C:5]1[CH:4]=[C:3]([CH2:2][N:19]2[CH2:24][CH2:23][O:22][CH2:21][CH2:20]2)[CH:8]=[CH:7][C:6]=1[C:9](=[O:11])[CH3:10]. The yield is 0.640. (3) The reactants are C(O)(=O)C.[C:5]([C:7]1[CH:14]=[CH:13][C:10](C=O)=[CH:9][CH:8]=1)#[CH:6].[NH:15]1[CH2:19][CH2:18][CH2:17][CH2:16]1.[BH-](OC(C)=O)(OC(C)=O)OC(C)=O.[Na+]. The catalyst is ClCCCl. The product is [C:5]([C:7]1[CH:8]=[CH:9][C:10]([N:15]2[CH2:19][CH2:18][CH2:17][CH2:16]2)=[CH:13][CH:14]=1)#[CH:6]. The yield is 1.00.